From a dataset of Reaction yield outcomes from USPTO patents with 853,638 reactions. Predict the reaction yield, written as a fraction of the theoretical maximum amount of product (1.0 means a 100% yield; for example, 0.34 means a 34% yield). (1) No catalyst specified. The product is [CH3:11][C:6]1[CH:5]=[C:4]([C:3]#[C:2][C:19]([O:21][CH3:22])=[O:20])[CH:9]=[CH:8][C:7]=1[CH3:10]. The reactants are Br[C:2](Br)=[CH:3][C:4]1[CH:9]=[CH:8][C:7]([CH3:10])=[C:6]([CH3:11])[CH:5]=1.[Li]CCCC.Cl[C:19]([O:21][CH3:22])=[O:20]. The yield is 0.880. (2) The reactants are [Br:1][C:2]1[C:3]([CH3:13])=[N:4][C:5]([C:8]2[N:12]=[CH:11][NH:10][N:9]=2)=[CH:6][CH:7]=1.[O:14]1[CH:19]=[CH:18][CH2:17][CH2:16][CH2:15]1. The catalyst is O1CCCC1.C(OCC)(=O)C.CCCCCC.C(O)(C(F)(F)F)=O. The product is [Br:1][C:2]1[C:3]([CH3:13])=[N:4][C:5]([C:8]2[N:12]=[CH:11][N:10]([CH:15]3[CH2:16][CH2:17][CH2:18][CH2:19][O:14]3)[N:9]=2)=[CH:6][CH:7]=1. The yield is 0.420. (3) The reactants are [CH3:1][O:2][C:3]1[CH:12]=[C:11]2[C:6]([CH:7]=[CH:8][CH:9]=[C:10]2[CH2:13][C:14]#[N:15])=[CH:5][CH:4]=1.O.N.N#N. The catalyst is [Ni].C(O)C. The product is [CH3:1][O:2][C:3]1[CH:12]=[C:11]2[C:6]([CH:7]=[CH:8][CH:9]=[C:10]2[CH2:13][CH2:14][NH2:15])=[CH:5][CH:4]=1. The yield is 0.950. (4) The reactants are Br[C:2]1[CH:3]=[CH:4][C:5]2[O:9][CH:8]=[CH:7][C:6]=2[CH:10]=1.II.CN([CH:16]=[O:17])C.Cl. The catalyst is C1COCC1.O. The product is [CH:16]([C:2]1[CH:3]=[CH:4][C:5]2[O:9][CH:8]=[CH:7][C:6]=2[CH:10]=1)=[O:17]. The yield is 0.540. (5) The reactants are [NH2:1][C:2]1[C:10]([CH3:11])=[CH:9][CH:8]=[CH:7][C:3]=1[C:4](O)=[O:5].C(O)(=O)C.[CH:16](N)=[NH:17].C(N)=O.Cl. The catalyst is [OH-].[Na+]. The product is [CH3:11][C:10]1[CH:9]=[CH:8][CH:7]=[C:3]2[C:2]=1[N:1]=[CH:16][NH:17][C:4]2=[O:5]. The yield is 0.860. (6) The reactants are [F:1][C:2]([F:11])([F:10])[C:3]1[CH:8]=[C:7]([NH2:9])[CH:6]=[CH:5][N:4]=1.[B-](F)(F)(F)[F:13].[B-](F)(F)(F)F.C1[N+]2(CCl)CC[N+](F)(CC2)C1.C(=O)(O)[O-].[Na+]. The catalyst is C(#N)C. The product is [F:13][C:6]1[C:7]([NH2:9])=[CH:8][C:3]([C:2]([F:1])([F:10])[F:11])=[N:4][CH:5]=1. The yield is 0.230. (7) The reactants are C(N(CC)CC)C.Cl.[CH3:9][O:10][C:11](=[O:24])[C:12]1[CH:17]=[CH:16][CH:15]=[C:14]([CH2:18][NH2:19])[C:13]=1[C:20]([O:22][CH3:23])=[O:21].Cl[C:26]([O:28][CH2:29][CH3:30])=[O:27]. The catalyst is ClCCl. The product is [CH3:9][O:10][C:11](=[O:24])[C:12]1[CH:17]=[CH:16][CH:15]=[C:14]([CH2:18][NH:19][C:26]([O:28][CH2:29][CH3:30])=[O:27])[C:13]=1[C:20]([O:22][CH3:23])=[O:21]. The yield is 0.700. (8) The reactants are [Na].O.O.[OH:4][C:5]1[CH:10]=[CH:9][C:8]([S:11]([OH:14])(=O)=[O:12])=[CH:7][CH:6]=1.C(Cl)(=O)C([Cl:18])=O. The catalyst is CN(C)C=O.ClCCl. The product is [OH:4][C:5]1[CH:10]=[CH:9][C:8]([S:11]([Cl:18])(=[O:14])=[O:12])=[CH:7][CH:6]=1. The yield is 1.00. (9) The yield is 0.650. The catalyst is C(#N)C.CN(C)C1C=CN=CC=1.O. The reactants are ClC(Cl)(O[C:5](=[O:11])OC(Cl)(Cl)Cl)Cl.[Br:13][C:14]1[N:19]=[C:18]([NH2:20])[CH:17]=[CH:16][CH:15]=1.C(N(CC)CC)C.[F:28][C:29]([F:49])([F:48])[C:30]1[CH:31]=[C:32]([C:36]2[CH:37]=[CH:38][C:39]3[N:45]4[CH2:46][C@H:42]([CH2:43][CH2:44]4)[NH:41][C:40]=3[N:47]=2)[CH:33]=[CH:34][CH:35]=1. The product is [Br:13][C:14]1[N:19]=[C:18]([NH:20][C:5]([N:41]2[C@@H:42]3[CH2:46][N:45]([CH2:44][CH2:43]3)[C:39]3[CH:38]=[CH:37][C:36]([C:32]4[CH:33]=[CH:34][CH:35]=[C:30]([C:29]([F:28])([F:48])[F:49])[CH:31]=4)=[N:47][C:40]2=3)=[O:11])[CH:17]=[CH:16][CH:15]=1.